From a dataset of Full USPTO retrosynthesis dataset with 1.9M reactions from patents (1976-2016). Predict the reactants needed to synthesize the given product. (1) Given the product [CH2:20]([NH:26][C:13](=[O:15])[C:12]1[CH:17]=[CH:18][C:9]([NH:8][C:6](=[O:7])[CH2:5][CH2:4][C:1]([OH:3])=[O:2])=[CH:10][C:11]=1[OH:19])[CH2:21][CH2:22][CH2:23][CH2:24][CH3:25], predict the reactants needed to synthesize it. The reactants are: [C:1]([CH2:4][CH2:5][C:6]([NH:8][C:9]1[CH:18]=[CH:17][C:12]([C:13]([O:15]C)=O)=[C:11]([OH:19])[CH:10]=1)=[O:7])([OH:3])=[O:2].[CH2:20]([NH2:26])[CH2:21][CH2:22][CH2:23][CH2:24][CH3:25]. (2) Given the product [ClH:35].[NH:27]1[C:28]2[CH:34]=[CH:33][CH:32]=[CH:31][C:29]=2[N:30]=[C:26]1[C:24]([N:22]1[CH2:21][CH:20]([C:19]2[C:14]([C:11]3[CH2:12][CH2:13][NH:8][CH2:9][CH:10]=3)=[N:15][CH:16]=[CH:17][N:18]=2)[CH2:23]1)=[O:25], predict the reactants needed to synthesize it. The reactants are: C(OC([N:8]1[CH2:13][CH:12]=[C:11]([C:14]2[C:19]([CH:20]3[CH2:23][N:22]([C:24]([C:26]4[NH:30][C:29]5[CH:31]=[CH:32][CH:33]=[CH:34][C:28]=5[N:27]=4)=[O:25])[CH2:21]3)=[N:18][CH:17]=[CH:16][N:15]=2)[CH2:10][CH2:9]1)=O)(C)(C)C.[ClH:35].